From a dataset of Retrosynthesis with 50K atom-mapped reactions and 10 reaction types from USPTO. Predict the reactants needed to synthesize the given product. (1) Given the product N#CCNC(=O)C1CCCCC1NC(=O)c1cc2ccc(Cl)cc2[nH]1, predict the reactants needed to synthesize it. The reactants are: N#CCNC(=O)C1CCCCC1N.O=C(O)c1cc2ccc(Cl)cc2[nH]1. (2) Given the product CC1COCCC1N[C@@H]1CC[C@@](C(=O)N2CCN(c3cccc(C(F)(F)F)c3)CC2)(C(C)C)C1, predict the reactants needed to synthesize it. The reactants are: CC(C)[C@]1(C(=O)N2CCN(c3cccc(C(F)(F)F)c3)CC2)CC[C@@H](N)C1.CC1COCCC1=O. (3) Given the product c1cc(-c2nc(N3CCOCC3)c3sc(CN4CCNCC4)cc3n2)c2cc[nH]c2c1, predict the reactants needed to synthesize it. The reactants are: CC(C)(C)OC(=O)N1CCN(Cc2cc3nc(-c4cccc5[nH]ccc45)nc(N4CCOCC4)c3s2)CC1. (4) Given the product CC1(N)CN(c2c(F)cc3c(=O)c(C(=O)O)cn(-c4ccc(F)cc4F)c3c2F)C1, predict the reactants needed to synthesize it. The reactants are: CC1(NC(=O)C(F)(F)F)CN(c2c(F)cc3c(=O)c(C(=O)O)cn(-c4ccc(F)cc4F)c3c2F)C1. (5) Given the product CN(Cc1cccc(Nc2ncc3cc(-c4ccccc4Cl)c(=O)n(C)c3n2)c1)C(=O)C(C#N)=CC1CC1, predict the reactants needed to synthesize it. The reactants are: CNCc1cccc(Nc2ncc3cc(-c4ccccc4Cl)c(=O)n(C)c3n2)c1.N#CC(=CC1CC1)C(=O)O. (6) Given the product CC(C)(C)N1NCC(=O)C1=O, predict the reactants needed to synthesize it. The reactants are: CC1NN(C(C)(C)C)C(=O)C1=O. (7) Given the product O=C(C=Cc1ccco1)N1CCNCC1, predict the reactants needed to synthesize it. The reactants are: C1CNCCN1.O=C(Cl)C=Cc1ccco1. (8) Given the product Nc1cc(Br)sc1C(=O)O, predict the reactants needed to synthesize it. The reactants are: COC(=O)c1sc(Br)cc1N. (9) The reactants are: CC(C)(CO)c1ccc(C(=O)Nc2nc3ccc(Br)nc3s2)cc1.Cc1cnccc1B(O)O. Given the product Cc1cnccc1-c1ccc2nc(NC(=O)c3ccc(C(C)(C)CO)cc3)sc2n1, predict the reactants needed to synthesize it. (10) Given the product Clc1ccc2nc(-c3ccncc3)[nH]c2c1, predict the reactants needed to synthesize it. The reactants are: Nc1ccc(Cl)cc1N.O=C(O)c1ccncc1.